From a dataset of Experimentally validated miRNA-target interactions with 360,000+ pairs, plus equal number of negative samples. Binary Classification. Given a miRNA mature sequence and a target amino acid sequence, predict their likelihood of interaction. (1) The miRNA is hsa-miR-378i with sequence ACUGGACUAGGAGUCAGAAGG. The protein sequence of the target gene is MEYLSALNPSDLLRSVSNISSEFGRRVWTSAPPPQRPFRVCDHKRTIRKGLTAATRQELLAKALETLLLNGVLTLVLEEDGTAVDSEDFFQLLEDDTCLMVLQSGQSWSPTRSGVLSYGLGRERPKHSKDIARFTFDVYKQNPRDLFGSLNVKATFYGLYSMSCDFQGLGPKKVLRELLRWTSTLLQGLGHMLLGISSTLRHAVEGAEQWQQKGRLHSY. Result: 0 (no interaction). (2) The miRNA is dre-miR-218a with sequence UUGUGCUUGAUCUAACCAUGUG. The protein sequence of the target gene is MYDRAPRWLDCANRGSTEEHVGPGTYQVPFPKQQATGCYAPFLSLSSKTSACVVSSDAGQAVPGPAHYNVSQAQYNIRGGRSLQNREKRFKKLISDGPGPGSYNWPYLGTLCITTRQKTPRTPAVSRNIDIPSIPSSGKSHGYHLNDDDTIMRRTPPPSDNTIGPAYYNPQFDYPKASLKYKGVNFGNATGRQEFLKYSGPGPGQYDIIQKRKLHCENINIKREQEHNYYTYVPRLYEAIILQEEKKGVPGPGKYNIKSEFDMIKSMSALVNSPSFIFFSETERFEPIKSCTPAPGTYNE.... Result: 0 (no interaction). (3) The miRNA is mmu-miR-381-3p with sequence UAUACAAGGGCAAGCUCUCUGU. The protein sequence of the target gene is MSRRALRRLRGEQRGQEPLGPGALHFDLRDDDDAEEEGPKRELGVRRPGGAGKEGVRVNNRFELINIDDLEDDPVVNGERSGCALTDAVAPGNKGRGQRGNTESKTDGDDTETVPSEQSHASGKLRKKKKKQKNKKSSTGEASENGLEDIDRILERIEDSTGLNRPGPAPLSSRKHVLYVEHRHLNPDTELKRYFGARAILGEQRPRQRQRVYPKCTWLTTPKSTWPRYSKPGLSMRLLESKKGLSFFAFEHSEEYQQAQHKFLVAVESMEPNNIVVLLQTSPYHVDSLLQLSDACRFQE.... Result: 0 (no interaction). (4) The miRNA is mmu-miR-486b-5p with sequence UCCUGUACUGAGCUGCCCCGAG. The protein sequence of the target gene is MAFTFAAFCYMLSLVLCAALIFFAIWHIIAFDELRTDFKSPIDQCNPVHARERLRNIERICFLLRKLVLPEYSIHSLFCIMFLCAQEWLTLGLNVPLLFYHFWRYFHCPADSSELAYDPPVVMNADTLSYCQKEAWCKLAFYLLSFFYYLYCMIYTLVSS. Result: 0 (no interaction). (5) The miRNA is hsa-miR-548o-3p with sequence CCAAAACUGCAGUUACUUUUGC. The protein sequence of the target gene is MASIIARVGNSRRLNAPLPPWAHSMLRSLGRSLGPIMASMADRNMKLFSGRVVPAQGEETFENWLTQVNGVLPDWNMSEEEKLKRLMKTLRGPAREVMRVLQATNPNLSVADFLRAMKLVFGESESSVTAHGKFFNTLQAQGEKASLYVIRLEVQLQNAIQAGIIAEKDANRTRLQQLLLGGELSRDLRLRLKDFLRMYANEQERLPNFLELIRMVREEEDWDDAFIKRKRPKRSESMVERAVSPVAFQGSPPIVIGSADCNVIEIDDTLDDSDEDVILVESQDPPLPSWGAPPLRDRAR.... Result: 0 (no interaction).